Task: Predict the reactants needed to synthesize the given product.. Dataset: Full USPTO retrosynthesis dataset with 1.9M reactions from patents (1976-2016) (1) Given the product [NH2:1][C:2]1[C:7]([C:8]#[N:9])=[C:6]([C:10]2[CH:15]=[CH:14][CH:13]=[CH:12][CH:11]=2)[C:5]([C:16]#[N:17])=[C:4]([O:25][CH2:26][C:27]2[CH:28]=[N:29][CH:30]=[CH:31][CH:32]=2)[N:3]=1, predict the reactants needed to synthesize it. The reactants are: [NH2:1][C:2]1[C:7]([C:8]#[N:9])=[C:6]([C:10]2[CH:15]=[CH:14][CH:13]=[CH:12][CH:11]=2)[C:5]([C:16]#[N:17])=[C:4](Cl)[N:3]=1.CC(C)([O-])C.[K+].[OH:25][CH2:26][C:27]1[CH:28]=[N:29][CH:30]=[CH:31][CH:32]=1. (2) Given the product [CH2:8]([O:10][C:11]1[CH:12]=[CH:13][C:14]([CH:17]=[O:18])=[N:15][CH:16]=1)[CH3:9], predict the reactants needed to synthesize it. The reactants are: C(=O)([O-])[O-].[K+].[K+].Br[CH2:8][CH3:9].[OH:10][C:11]1[CH:12]=[CH:13][C:14]([CH:17]=[O:18])=[N:15][CH:16]=1. (3) Given the product [Br:1][C:2]1[CH:3]=[C:4]([CH:7]=[O:8])[S:5][C:6]=1[Cl:14], predict the reactants needed to synthesize it. The reactants are: [Br:1][C:2]1[CH:3]=[C:4]([CH:7]=[O:8])[S:5][CH:6]=1.CN(C=O)C.[Cl:14]N1C(=O)CCC1=O. (4) Given the product [F:30][C:27]([F:28])([F:29])[C:20]1[CH:21]=[C:22]([C:23]([F:26])([F:24])[F:25])[N:18]([CH2:17][C:16]2[CH:31]=[CH:32][C:33]([N:34]3[C:8](=[O:9])[C:3]4[C:4](=[CH:10][CH:11]=[CH:12][C:2]=4[F:1])[C:5]3=[O:7])=[C:14]([CH3:13])[CH:15]=2)[N:19]=1, predict the reactants needed to synthesize it. The reactants are: [F:1][C:2]1[CH:12]=[CH:11][CH:10]=[C:4]2[C:5]([O:7][C:8](=[O:9])[C:3]=12)=O.[CH3:13][C:14]1[CH:15]=[C:16]([CH:31]=[CH:32][C:33]=1[NH2:34])[CH2:17][N:18]1[C:22]([C:23]([F:26])([F:25])[F:24])=[CH:21][C:20]([C:27]([F:30])([F:29])[F:28])=[N:19]1. (5) Given the product [F:8][C:4]1[C:3]2[NH:9][C:10](=[O:11])[NH:1][C:2]=2[CH:7]=[CH:6][CH:5]=1, predict the reactants needed to synthesize it. The reactants are: [NH2:1][C:2]1[CH:7]=[CH:6][CH:5]=[C:4]([F:8])[C:3]=1[NH2:9].[C:10](N1C=CN=C1)(N1C=CN=C1)=[O:11]. (6) Given the product [N:29]1([C:26]2[CH:27]=[CH:28][C:23]([O:22][CH2:21][C:19]3[N:20]=[C:16]([CH:13]4[CH2:12][CH2:11][N:10]([C:7]5[N:8]=[CH:9][C:4]([NH2:1])=[CH:5][N:6]=5)[CH2:15][CH2:14]4)[S:17][CH:18]=3)=[CH:24][CH:25]=2)[CH:33]=[N:32][N:31]=[N:30]1, predict the reactants needed to synthesize it. The reactants are: [N+:1]([C:4]1[CH:5]=[N:6][C:7]([N:10]2[CH2:15][CH2:14][CH:13]([C:16]3[S:17][CH:18]=[C:19]([CH2:21][O:22][C:23]4[CH:28]=[CH:27][C:26]([N:29]5[CH:33]=[N:32][N:31]=[N:30]5)=[CH:25][CH:24]=4)[N:20]=3)[CH2:12][CH2:11]2)=[N:8][CH:9]=1)([O-])=O.[Cl-].[NH4+]. (7) Given the product [CH3:40][N:41]1[CH2:46][CH2:45][N:44]([C:23]([C:15]2[S:14][C:6]3[N:7]([C:8]4[CH:13]=[CH:12][CH:11]=[CH:10][CH:9]=4)[C:2](=[O:1])[CH:3]=[CH:4][C:5]=3[C:16]=2[C:17]2[CH:22]=[CH:21][CH:20]=[CH:19][CH:18]=2)=[O:24])[CH2:43][CH2:42]1, predict the reactants needed to synthesize it. The reactants are: [O:1]=[C:2]1[N:7]([C:8]2[CH:13]=[CH:12][CH:11]=[CH:10][CH:9]=2)[C:6]2[S:14][C:15]([C:23](O)=[O:24])=[C:16]([C:17]3[CH:22]=[CH:21][CH:20]=[CH:19][CH:18]=3)[C:5]=2[CH:4]=[CH:3]1.C(Cl)CCl.C1C=CC2N(O)N=NC=2C=1.[CH3:40][N:41]1[CH2:46][CH2:45][NH:44][CH2:43][CH2:42]1. (8) Given the product [OH:21][NH:20][CH:2]([C:3]#[CH:4])[CH2:1][S:5]([N:8]1[CH2:13][CH2:12][N:11]([C:14]2[CH:19]=[CH:18][CH:17]=[CH:16][N:15]=2)[CH2:10][CH2:9]1)(=[O:6])=[O:7], predict the reactants needed to synthesize it. The reactants are: [CH:1](/[S:5]([N:8]1[CH2:13][CH2:12][N:11]([C:14]2[CH:19]=[CH:18][CH:17]=[CH:16][N:15]=2)[CH2:10][CH2:9]1)(=[O:7])=[O:6])=[CH:2]\[C:3]#[CH:4].[NH2:20][OH:21].